This data is from Full USPTO retrosynthesis dataset with 1.9M reactions from patents (1976-2016). The task is: Predict the reactants needed to synthesize the given product. (1) The reactants are: [C:1]([C:3]1[C:8](=[O:9])[N:7]([CH2:10][C:11]2[CH:16]=[CH:15][C:14]([CH3:17])=[CH:13][C:12]=2[CH3:18])[C:6]([C:19]2[CH:24]=[CH:23][CH:22]=[C:21]([C:25]3[CH:33]=[C:32]4[C:28]([CH:29]=[C:30]([C:34]([O:36]CC)=[O:35])[NH:31]4)=[CH:27][CH:26]=3)[N:20]=2)=[CH:5][C:4]=1[C:39]([F:42])([F:41])[F:40])#[N:2].C1COCC1.O.[OH-].[Li+]. Given the product [C:1]([C:3]1[C:8](=[O:9])[N:7]([CH2:10][C:11]2[CH:16]=[CH:15][C:14]([CH3:17])=[CH:13][C:12]=2[CH3:18])[C:6]([C:19]2[CH:24]=[CH:23][CH:22]=[C:21]([C:25]3[CH:33]=[C:32]4[C:28]([CH:29]=[C:30]([C:34]([OH:36])=[O:35])[NH:31]4)=[CH:27][CH:26]=3)[N:20]=2)=[CH:5][C:4]=1[C:39]([F:40])([F:41])[F:42])#[N:2], predict the reactants needed to synthesize it. (2) Given the product [NH:17]1[C:13]([C:9]2[CH:8]=[C:7]([O:6][C:5]3[CH:15]=[CH:16][C:2]([NH2:1])=[CH:3][CH:4]=3)[CH:12]=[CH:11][N:10]=2)=[N:14][N:19]=[N:18]1, predict the reactants needed to synthesize it. The reactants are: [NH2:1][C:2]1[CH:16]=[CH:15][C:5]([O:6][C:7]2[CH:12]=[CH:11][N:10]=[C:9]([C:13]#[N:14])[CH:8]=2)=[CH:4][CH:3]=1.[N-:17]=[N+:18]=[N-:19].[Na+].[Cl-].[NH4+]. (3) Given the product [CH3:22][O:21][C:9]1[C:10]2[C:15](=[CH:14][CH:13]=[CH:12][CH:11]=2)[C:16]([O:19][CH3:20])=[C:17]([CH3:18])[C:8]=1[CH2:7][CH:6]=[C:5]([CH3:23])[CH2:4][OH:3], predict the reactants needed to synthesize it. The reactants are: C([O:3][C:4](=O)[C:5]([CH3:23])=[CH:6][CH2:7][C:8]1[C:17]([CH3:18])=[C:16]([O:19][CH3:20])[C:15]2[C:10](=[CH:11][CH:12]=[CH:13][CH:14]=2)[C:9]=1[O:21][CH3:22])C.CC(C[AlH]CC(C)C)C.CCOC(C)=O. (4) Given the product [OH:43][CH:41]1[CH2:42][N:39]([C:26]([N:12]2[CH2:13][CH:14]([C:16]3[CH:17]=[CH:18][C:19]([C:22]([F:25])([F:23])[F:24])=[CH:20][CH:21]=3)[CH2:15][CH:10]([NH:9][C:7]([C:1]3[CH:6]=[CH:5][CH:4]=[CH:3][CH:2]=3)=[O:8])[CH2:11]2)=[O:27])[CH2:40]1, predict the reactants needed to synthesize it. The reactants are: [C:1]1([C:7]([NH:9][CH:10]2[CH2:15][CH:14]([C:16]3[CH:21]=[CH:20][C:19]([C:22]([F:25])([F:24])[F:23])=[CH:18][CH:17]=3)[CH2:13][N:12]([C:26](OC3C=CC([N+]([O-])=O)=CC=3)=[O:27])[CH2:11]2)=[O:8])[CH:6]=[CH:5][CH:4]=[CH:3][CH:2]=1.Cl.[NH:39]1[CH2:42][CH:41]([OH:43])[CH2:40]1.C(=O)([O-])[O-].[K+].[K+].